The task is: Regression/Classification. Given a drug SMILES string, predict its absorption, distribution, metabolism, or excretion properties. Task type varies by dataset: regression for continuous measurements (e.g., permeability, clearance, half-life) or binary classification for categorical outcomes (e.g., BBB penetration, CYP inhibition). Dataset: hlm.. This data is from Human liver microsome stability data. (1) The molecule is COc1ccc(-c2cc(C3=Nc4c(C(C)(C)C)nn(CCCO)c4C(=O)NC3)ccc2OC)cn1. The result is 0 (unstable in human liver microsomes). (2) The molecule is CCN(CC)CCCC(C)Nc1ccnc2cc(Cl)ccc12. The result is 0 (unstable in human liver microsomes). (3) The compound is CCC#CC[C@H](C)[C@H](O)/C=C/[C@H]1CCC(=O)N1CCCCCCC(=O)O. The result is 0 (unstable in human liver microsomes). (4) The compound is CCOC(=O)N1CC(N)C(c2ccc(Cl)cc2Cl)C1. The result is 0 (unstable in human liver microsomes).